From a dataset of Peptide-MHC class I binding affinity with 185,985 pairs from IEDB/IMGT. Regression. Given a peptide amino acid sequence and an MHC pseudo amino acid sequence, predict their binding affinity value. This is MHC class I binding data. (1) The peptide sequence is YQYPRDTHY. The MHC is HLA-A02:03 with pseudo-sequence HLA-A02:03. The binding affinity (normalized) is 0.0847. (2) The peptide sequence is ITKEKKEEL. The MHC is HLA-A02:01 with pseudo-sequence HLA-A02:01. The binding affinity (normalized) is 0.0847. (3) The binding affinity (normalized) is 0.576. The MHC is HLA-A24:02 with pseudo-sequence HLA-A24:02. The peptide sequence is TYSSSMMWEI. (4) The peptide sequence is CYGVSATKL. The MHC is HLA-A26:01 with pseudo-sequence HLA-A26:01. The binding affinity (normalized) is 0. (5) The peptide sequence is FLILCSVLL. The MHC is HLA-A01:01 with pseudo-sequence HLA-A01:01. The binding affinity (normalized) is 0.0847. (6) The peptide sequence is IQTHCEVGY. The MHC is HLA-B07:02 with pseudo-sequence HLA-B07:02. The binding affinity (normalized) is 0.0847. (7) The peptide sequence is LLSMITMSA. The MHC is HLA-A02:01 with pseudo-sequence HLA-A02:01. The binding affinity (normalized) is 0.594.